From a dataset of NCI-60 drug combinations with 297,098 pairs across 59 cell lines. Regression. Given two drug SMILES strings and cell line genomic features, predict the synergy score measuring deviation from expected non-interaction effect. (1) Cell line: OVCAR3. Synergy scores: CSS=1.99, Synergy_ZIP=-0.379, Synergy_Bliss=-3.15, Synergy_Loewe=-50.2, Synergy_HSA=-7.64. Drug 2: C1CN(P(=O)(OC1)NCCCl)CCCl. Drug 1: CC1C(C(=O)NC(C(=O)N2CCCC2C(=O)N(CC(=O)N(C(C(=O)O1)C(C)C)C)C)C(C)C)NC(=O)C3=C4C(=C(C=C3)C)OC5=C(C(=O)C(=C(C5=N4)C(=O)NC6C(OC(=O)C(N(C(=O)CN(C(=O)C7CCCN7C(=O)C(NC6=O)C(C)C)C)C)C(C)C)C)N)C. (2) Drug 1: CCC1=C2CN3C(=CC4=C(C3=O)COC(=O)C4(CC)O)C2=NC5=C1C=C(C=C5)O. Drug 2: CC1CCC2CC(C(=CC=CC=CC(CC(C(=O)C(C(C(=CC(C(=O)CC(OC(=O)C3CCCCN3C(=O)C(=O)C1(O2)O)C(C)CC4CCC(C(C4)OC)OCCO)C)C)O)OC)C)C)C)OC. Cell line: SW-620. Synergy scores: CSS=16.2, Synergy_ZIP=-10.6, Synergy_Bliss=-2.73, Synergy_Loewe=-1.43, Synergy_HSA=-1.79. (3) Drug 1: CN(C)N=NC1=C(NC=N1)C(=O)N. Drug 2: CS(=O)(=O)CCNCC1=CC=C(O1)C2=CC3=C(C=C2)N=CN=C3NC4=CC(=C(C=C4)OCC5=CC(=CC=C5)F)Cl. Cell line: OVCAR-8. Synergy scores: CSS=7.24, Synergy_ZIP=-0.997, Synergy_Bliss=3.59, Synergy_Loewe=-4.57, Synergy_HSA=0.887. (4) Drug 1: CC(C1=C(C=CC(=C1Cl)F)Cl)OC2=C(N=CC(=C2)C3=CN(N=C3)C4CCNCC4)N. Drug 2: CCN(CC)CCCC(C)NC1=C2C=C(C=CC2=NC3=C1C=CC(=C3)Cl)OC. Cell line: OVCAR-5. Synergy scores: CSS=47.3, Synergy_ZIP=4.89, Synergy_Bliss=6.00, Synergy_Loewe=4.87, Synergy_HSA=5.12. (5) Drug 1: CC(C1=C(C=CC(=C1Cl)F)Cl)OC2=C(N=CC(=C2)C3=CN(N=C3)C4CCNCC4)N. Drug 2: C1=CC(=CC=C1C#N)C(C2=CC=C(C=C2)C#N)N3C=NC=N3. Cell line: M14. Synergy scores: CSS=1.44, Synergy_ZIP=3.41, Synergy_Bliss=6.19, Synergy_Loewe=3.06, Synergy_HSA=2.66. (6) Drug 1: CCN(CC)CCCC(C)NC1=C2C=C(C=CC2=NC3=C1C=CC(=C3)Cl)OC. Drug 2: C(CCl)NC(=O)N(CCCl)N=O. Cell line: U251. Synergy scores: CSS=25.5, Synergy_ZIP=4.01, Synergy_Bliss=11.2, Synergy_Loewe=1.60, Synergy_HSA=4.84. (7) Drug 1: CC1OCC2C(O1)C(C(C(O2)OC3C4COC(=O)C4C(C5=CC6=C(C=C35)OCO6)C7=CC(=C(C(=C7)OC)O)OC)O)O. Drug 2: C1=CN(C(=O)N=C1N)C2C(C(C(O2)CO)O)O.Cl. Cell line: TK-10. Synergy scores: CSS=40.0, Synergy_ZIP=-12.5, Synergy_Bliss=-3.14, Synergy_Loewe=1.87, Synergy_HSA=3.82. (8) Drug 1: CCCCCOC(=O)NC1=NC(=O)N(C=C1F)C2C(C(C(O2)C)O)O. Drug 2: C1CCC(C(C1)N)N.C(=O)(C(=O)[O-])[O-].[Pt+4]. Cell line: NCI-H322M. Synergy scores: CSS=4.12, Synergy_ZIP=-0.158, Synergy_Bliss=2.12, Synergy_Loewe=-5.49, Synergy_HSA=-2.48. (9) Drug 1: CS(=O)(=O)C1=CC(=C(C=C1)C(=O)NC2=CC(=C(C=C2)Cl)C3=CC=CC=N3)Cl. Drug 2: COC1=C2C(=CC3=C1OC=C3)C=CC(=O)O2. Cell line: MDA-MB-435. Synergy scores: CSS=-0.200, Synergy_ZIP=6.55, Synergy_Bliss=5.13, Synergy_Loewe=-1.27, Synergy_HSA=-2.69.